This data is from Reaction yield outcomes from USPTO patents with 853,638 reactions. The task is: Predict the reaction yield, written as a fraction of the theoretical maximum amount of product (1.0 means a 100% yield; for example, 0.34 means a 34% yield). The reactants are [Cl-].O[NH3+:3].[C:4](=[O:7])([O-])[OH:5].[Na+].CS(C)=O.[CH:13]1([O:16][C:17]2[CH:22]=[CH:21][C:20]([N:23]3[C:28](=[O:29])[C:27]([CH2:30][C:31]4[CH:36]=[CH:35][C:34]([C:37]5[C:38]([C:43]#[N:44])=[CH:39][CH:40]=[CH:41][CH:42]=5)=[CH:33][CH:32]=4)=[C:26]([CH2:45][CH2:46][CH3:47])[N:25]=[C:24]3[CH3:48])=[CH:19][CH:18]=2)[CH2:15][CH2:14]1. The catalyst is O.C(OCC)(=O)C. The product is [CH:13]1([O:16][C:17]2[CH:18]=[CH:19][C:20]([N:23]3[C:28](=[O:29])[C:27]([CH2:30][C:31]4[CH:36]=[CH:35][C:34]([C:37]5[CH:42]=[CH:41][CH:40]=[CH:39][C:38]=5[C:43]5[NH:3][C:4](=[O:7])[O:5][N:44]=5)=[CH:33][CH:32]=4)=[C:26]([CH2:45][CH2:46][CH3:47])[N:25]=[C:24]3[CH3:48])=[CH:21][CH:22]=2)[CH2:14][CH2:15]1. The yield is 0.430.